This data is from Reaction yield outcomes from USPTO patents with 853,638 reactions. The task is: Predict the reaction yield, written as a fraction of the theoretical maximum amount of product (1.0 means a 100% yield; for example, 0.34 means a 34% yield). (1) The reactants are [N:1]1([C:7]2[CH:12]=[CH:11][C:10]([NH:13][C:14]([C:16]3[CH:17]=[C:18]([CH:27]=[CH:28][CH:29]=3)[CH2:19][S:20][CH2:21][CH2:22][C:23]([O:25]C)=[O:24])=[O:15])=[C:9]([C:30](=[O:48])[NH:31][C:32]3[CH:33]=[N:34][C:35]([C:38]4[CH:43]=[CH:42][CH:41]=[C:40]([C:44]([F:47])([F:46])[F:45])[CH:39]=4)=[N:36][CH:37]=3)[CH:8]=2)[CH2:6][CH2:5][CH2:4][CH2:3][CH2:2]1.O[Li].O.Cl. The catalyst is O1CCCC1.O. The product is [N:1]1([C:7]2[CH:12]=[CH:11][C:10]([NH:13][C:14]([C:16]3[CH:17]=[C:18]([CH:27]=[CH:28][CH:29]=3)[CH2:19][S:20][CH2:21][CH2:22][C:23]([OH:25])=[O:24])=[O:15])=[C:9]([C:30](=[O:48])[NH:31][C:32]3[CH:37]=[N:36][C:35]([C:38]4[CH:43]=[CH:42][CH:41]=[C:40]([C:44]([F:47])([F:45])[F:46])[CH:39]=4)=[N:34][CH:33]=3)[CH:8]=2)[CH2:2][CH2:3][CH2:4][CH2:5][CH2:6]1. The yield is 0.800. (2) The reactants are [C:1]([C:5]1[CH:14]=[CH:13][C:12]([NH2:15])=[CH:11][C:6]=1[C:7](OC)=[O:8])([CH3:4])([CH3:3])[CH3:2].[H-].[H-].[H-].[H-].[Li+].[Al+3]. The catalyst is C1COCC1.O. The product is [C:1]([C:5]1[CH:14]=[CH:13][C:12]([NH2:15])=[CH:11][C:6]=1[CH2:7][OH:8])([CH3:4])([CH3:2])[CH3:3]. The yield is 0.200. (3) The reactants are [CH3:1][C:2]1[S:3][C:4]([Sn](CCCC)(CCCC)CCCC)=[CH:5][N:6]=1.[CH3:20][O:21][C:22](=[O:31])[CH2:23][C:24]1[CH:25]=[N:26][C:27](Br)=[CH:28][CH:29]=1. The catalyst is O1CCOCC1.C1C=CC([P]([Pd]([P](C2C=CC=CC=2)(C2C=CC=CC=2)C2C=CC=CC=2)([P](C2C=CC=CC=2)(C2C=CC=CC=2)C2C=CC=CC=2)[P](C2C=CC=CC=2)(C2C=CC=CC=2)C2C=CC=CC=2)(C2C=CC=CC=2)C2C=CC=CC=2)=CC=1. The product is [CH3:20][O:21][C:22](=[O:31])[CH2:23][C:24]1[CH:25]=[N:26][C:27]([C:4]2[S:3][C:2]([CH3:1])=[N:6][CH:5]=2)=[CH:28][CH:29]=1. The yield is 0.210. (4) The reactants are [C:1]([O:5][C:6](=[O:27])[NH:7][C@H:8]([C:12]1[CH:17]=[C:16]([C:18]2[N:22]([CH3:23])[N:21]=[CH:20][C:19]=2[N+:24]([O-])=O)[CH:15]=[CH:14][N:13]=1)[CH2:9][CH:10]=[CH2:11])([CH3:4])([CH3:3])[CH3:2].C([O-])([O-])=O.[K+].[K+].O. The catalyst is CO.CC(O)=O.[Zn]. The product is [C:1]([O:5][C:6](=[O:27])[NH:7][C@H:8]([C:12]1[CH:17]=[C:16]([C:18]2[N:22]([CH3:23])[N:21]=[CH:20][C:19]=2[NH2:24])[CH:15]=[CH:14][N:13]=1)[CH2:9][CH:10]=[CH2:11])([CH3:3])([CH3:2])[CH3:4]. The yield is 0.760. (5) The reactants are C(N=C(N1CCC[C@H](CN2C3C=CC=CC=3N=C2CN(C)[C@@H]2C3N=CC=CC=3CCC2)C1)OC1C=CC=CC=1)#N.CNC.[C:44]([NH:46][C:47]([N:52]1[CH2:57][CH2:56][CH2:55][C@H:54]([CH2:58][N:59]2[C:63]3[CH:64]=[CH:65][CH:66]=[CH:67][C:62]=3[N:61]=[C:60]2[CH2:68][N:69]([CH3:80])[C@@H:70]2[C:79]3[N:78]=[CH:77][CH:76]=[CH:75][C:74]=3[CH2:73][CH2:72][CH2:71]2)[CH2:53]1)=[N:48]CCC)#[N:45]. No catalyst specified. The product is [C:44]([NH:46][C:47]([N:52]1[CH2:57][CH2:56][CH2:55][C@H:54]([CH2:58][N:59]2[C:63]3[CH:64]=[CH:65][CH:66]=[CH:67][C:62]=3[N:61]=[C:60]2[CH2:68][N:69]([CH3:80])[C@@H:70]2[C:79]3[N:78]=[CH:77][CH:76]=[CH:75][C:74]=3[CH2:73][CH2:72][CH2:71]2)[CH2:53]1)=[NH:48])#[N:45]. The yield is 0.400. (6) The reactants are [O:1]1[CH:5]=[N:4][N:3]=[C:2]1[C:6]1[N:7]=[C:8]2[CH:17]=[CH:16][C:15]3[C:14]([C:18]([F:21])([F:20])[F:19])=[CH:13][C:12]([OH:22])=[N:11][C:10]=3[N:9]2[CH:23]=1.Cl[C:25]([F:30])([F:29])C([O-])=O.[Na+].C([O-])([O-])=O.[Cs+].[Cs+]. The product is [F:29][CH:25]([F:30])[O:22][C:12]1[CH:13]=[C:14]([C:18]([F:19])([F:21])[F:20])[C:15]2[CH:16]=[CH:17][C:8]3[N:9]([CH:23]=[C:6]([C:2]4[O:1][CH:5]=[N:4][N:3]=4)[N:7]=3)[C:10]=2[N:11]=1. The yield is 0.365. The catalyst is CN(C)C=O. (7) The reactants are [C:1]([Si:5]([CH3:35])([CH3:34])[O:6][C@H:7]([C:13]1[CH:18]=[CH:17][C:16]([C:19](=C)[C@@H:20]([CH2:25][CH2:26][CH2:27][C:28]2[S:29][CH:30]=[CH:31][CH:32]=2)[CH2:21][CH2:22][CH:23]=C)=[CH:15][CH:14]=1)[CH2:8][CH2:9][CH2:10][CH2:11][CH3:12])([CH3:4])([CH3:3])[CH3:2]. The catalyst is Cl[Ru](=C1N(C2C(C)=CC(C)=CC=2C)CCN1C1C(C)=CC(C)=CC=1C)(Cl)(=CC1C=CC=CC=1)[P](C1CCCCC1)(C1CCCCC1)C1CCCCC1.C1(C)C=CC=CC=1. The product is [C:1]([Si:5]([CH3:35])([CH3:34])[O:6][C@H:7]([C:13]1[CH:18]=[CH:17][C:16]([C:19]2[C@@H:20]([CH2:25][CH2:26][CH2:27][C:28]3[S:29][CH:30]=[CH:31][CH:32]=3)[CH2:21][CH2:22][CH:23]=2)=[CH:15][CH:14]=1)[CH2:8][CH2:9][CH2:10][CH2:11][CH3:12])([CH3:3])([CH3:4])[CH3:2]. The yield is 0.940.